This data is from Full USPTO retrosynthesis dataset with 1.9M reactions from patents (1976-2016). The task is: Predict the reactants needed to synthesize the given product. (1) Given the product [CH3:13][O:12][C:9]1[CH:10]=[C:11]2[C:6](=[CH:7][C:8]=1[O:14][CH3:15])[N:5]=[CH:4][CH:3]=[C:2]2[O:32][C:31]1[C:22]([C:16]2[CH:21]=[CH:20][CH:19]=[CH:18][CH:17]=2)=[N:23][C:24]2[C:29]([CH:30]=1)=[CH:28][CH:27]=[CH:26][CH:25]=2, predict the reactants needed to synthesize it. The reactants are: Cl[C:2]1[C:11]2[C:6](=[CH:7][C:8]([O:14][CH3:15])=[C:9]([O:12][CH3:13])[CH:10]=2)[N:5]=[CH:4][CH:3]=1.[C:16]1([C:22]2[C:31]([OH:32])=[CH:30][C:29]3[C:24](=[CH:25][CH:26]=[CH:27][CH:28]=3)[N:23]=2)[CH:21]=[CH:20][CH:19]=[CH:18][CH:17]=1.O. (2) Given the product [F:19][C:3]1[C:2]([B:25]([OH:30])[OH:26])=[CH:7][C:6]([CH2:8][O:9][CH2:10][C:11]2[CH:16]=[CH:15][C:14]([O:17][CH3:18])=[CH:13][CH:12]=2)=[CH:5][N:4]=1, predict the reactants needed to synthesize it. The reactants are: Br[C:2]1[C:3]([F:19])=[N:4][CH:5]=[C:6]([CH2:8][O:9][CH2:10][C:11]2[CH:16]=[CH:15][C:14]([O:17][CH3:18])=[CH:13][CH:12]=2)[CH:7]=1.C([Li])CCC.[B:25](OC(C)C)([O:30]C(C)C)[O:26]C(C)C. (3) Given the product [CH3:1][S:2][C:3]1[S:4][C:5]2[CH:11]=[C:10]([CH2:12][N:13]3[C:14]4=[N:15][CH:16]=[C:17]([C:21]([F:24])([F:22])[F:23])[CH:18]=[C:19]4[N:20]=[CH:25]3)[CH:9]=[CH:8][C:6]=2[N:7]=1, predict the reactants needed to synthesize it. The reactants are: [CH3:1][S:2][C:3]1[S:4][C:5]2[CH:11]=[C:10]([CH2:12][NH:13][C:14]3[C:19]([NH2:20])=[CH:18][C:17]([C:21]([F:24])([F:23])[F:22])=[CH:16][N:15]=3)[CH:9]=[CH:8][C:6]=2[N:7]=1.[CH2:25](OC(OCC)OCC)C. (4) Given the product [Br:1][C:2]1[CH:3]=[C:4]([C:9]2[NH:26][C:25]3[N:21]([N:22]=[N:23][N:24]=3)[CH:11]([C:12]3[CH:17]=[CH:16][CH:15]=[C:14]([Br:18])[CH:13]=3)[CH:10]=2)[CH:5]=[C:6]([F:8])[CH:7]=1, predict the reactants needed to synthesize it. The reactants are: [Br:1][C:2]1[CH:3]=[C:4]([C:9](=O)/[CH:10]=[CH:11]/[C:12]2[CH:17]=[CH:16][CH:15]=[C:14]([Br:18])[CH:13]=2)[CH:5]=[C:6]([F:8])[CH:7]=1.O.[NH:21]1[C:25]([NH2:26])=[N:24][N:23]=[N:22]1. (5) Given the product [C:1]1([CH:7]2[CH2:8][CH2:9][CH:10]([NH2:13])[CH2:11][CH2:12]2)[CH:6]=[CH:5][CH:4]=[CH:3][CH:2]=1, predict the reactants needed to synthesize it. The reactants are: [C:1]1([CH:7]2[CH2:12][CH2:11][C:10](=[N:13]O)[CH2:9][CH2:8]2)[CH:6]=[CH:5][CH:4]=[CH:3][CH:2]=1.[H-].[Al+3].[Li+].[H-].[H-].[H-].O.[OH-].[Na+]. (6) The reactants are: [CH:1]1([C:4]2[C:9]([C:10]3[CH:15]=[CH:14][C:13]([F:16])=[CH:12][CH:11]=3)=[C:8]([O:17][CH2:18][CH3:19])[N:7]=[C:6]([CH2:20][N:21]3[CH2:24][C:23]4([CH2:28][C:27]([N:29]5[CH2:34][CH2:33][C:32]([CH3:40])([C:35]([O:37]CC)=[O:36])[CH2:31][CH2:30]5)=[N:26][O:25]4)[CH2:22]3)[CH:5]=2)[CH2:3][CH2:2]1.[OH-].[Na+].C(O)C.Cl. Given the product [CH:1]1([C:4]2[C:9]([C:10]3[CH:15]=[CH:14][C:13]([F:16])=[CH:12][CH:11]=3)=[C:8]([O:17][CH2:18][CH3:19])[N:7]=[C:6]([CH2:20][N:21]3[CH2:22][C:23]4([CH2:28][C:27]([N:29]5[CH2:30][CH2:31][C:32]([CH3:40])([C:35]([OH:37])=[O:36])[CH2:33][CH2:34]5)=[N:26][O:25]4)[CH2:24]3)[CH:5]=2)[CH2:2][CH2:3]1, predict the reactants needed to synthesize it. (7) Given the product [C:3]([Cl:4])(=[O:2])[O:25][CH:22]1[CH2:23][CH2:24][O:19][CH2:20][CH2:21]1, predict the reactants needed to synthesize it. The reactants are: C(=O)(OC(Cl)(Cl)Cl)[O:2][C:3](Cl)(Cl)[Cl:4].N1C=CC=CC=1.[O:19]1[CH2:24][CH2:23][CH:22]([OH:25])[CH2:21][CH2:20]1. (8) Given the product [Br:20][C:21]1[CH:26]=[C:25]([CH3:27])[CH:24]=[CH:23][C:22]=1[NH:28][C:29](=[O:32])[CH2:30][S:7][C:4]1[N:3]([C:8]2[CH:9]=[CH:10][CH:11]=[CH:12][CH:13]=2)[C:2]([CH3:1])=[N:6][N:5]=1, predict the reactants needed to synthesize it. The reactants are: [CH3:1][C:2]1[N:3]([C:8]2[CH:13]=[CH:12][CH:11]=[CH:10][CH:9]=2)[C:4]([SH:7])=[N:5][N:6]=1.C(=O)([O-])[O-].[K+].[K+].[Br:20][C:21]1[CH:26]=[C:25]([CH3:27])[CH:24]=[CH:23][C:22]=1[NH:28][C:29](=[O:32])[CH2:30]Cl. (9) Given the product [NH2:19][C:16]1[CH:15]=[CH:14][C:13]([C:3]2([C:1]#[N:2])[CH2:4][CH2:5][N:6]([CH2:9][C:10]([NH2:12])=[O:11])[CH2:7][CH2:8]2)=[CH:18][CH:17]=1, predict the reactants needed to synthesize it. The reactants are: [C:1]([C:3]1([C:13]2[CH:18]=[CH:17][C:16]([N+:19]([O-])=O)=[CH:15][CH:14]=2)[CH2:8][CH2:7][N:6]([CH2:9][C:10]([NH2:12])=[O:11])[CH2:5][CH2:4]1)#[N:2]. (10) Given the product [NH2:1][C:2]1[O:3][CH2:4][C@:5]2([C:19]3[C:14](=[N:15][CH:16]=[C:17]([C:24]#[C:25][C:26]4([CH3:30])[CH2:29][O:28][CH2:27]4)[CH:18]=3)[O:13][C:12]3[C:7]2=[CH:8][C:9]([OH:21])=[CH:10][CH:11]=3)[N:6]=1, predict the reactants needed to synthesize it. The reactants are: [NH2:1][C:2]1[O:3][CH2:4][C@:5]2([C:19]3[C:14](=[N:15][CH:16]=[C:17](Br)[CH:18]=3)[O:13][C:12]3[C:7]2=[CH:8][C:9]([OH:21])=[CH:10][CH:11]=3)[N:6]=1.C[Si](C)(C)[C:24]#[C:25][C:26]1([CH3:30])[CH2:29][O:28][CH2:27]1.[F-].C([N+](CCCC)(CCCC)CCCC)CCC.